Task: Predict the reaction yield, written as a fraction of the theoretical maximum amount of product (1.0 means a 100% yield; for example, 0.34 means a 34% yield).. Dataset: Reaction yield outcomes from USPTO patents with 853,638 reactions (1) The product is [I:27][C:28]1[C:36]2[C:31](=[CH:32][N:33]=[CH:34][CH:35]=2)[O:30][C:29]=1[C:37]1[CH:38]=[CH:39][C:40]([C:43]2([NH2:47])[CH2:46][CH2:45][CH2:44]2)=[CH:41][CH:42]=1. The yield is 0.470. No catalyst specified. The reactants are C1(C2C3C=NC=CC=3OC=2C2C=CC(C3(N)CCC3)=CC=2)C=CC=CC=1.[I:27][C:28]1[C:36]2[C:31](=[CH:32][N:33]=[CH:34][CH:35]=2)[O:30][C:29]=1[C:37]1[CH:42]=[CH:41][C:40]([C:43]2([NH:47]C(=O)OC(C)(C)C)[CH2:46][CH2:45][CH2:44]2)=[CH:39][CH:38]=1. (2) The reactants are Br[C:2]1[N:10]=[CH:9][C:8]2[NH:7][C:6]3[N:11]=[CH:12][C:13]([C:15]4[CH:20]=[CH:19][C:18]([CH2:21][N:22]5[CH2:27][CH2:26][O:25][CH2:24][CH2:23]5)=[CH:17][CH:16]=4)=[CH:14][C:5]=3[C:4]=2[CH:3]=1.[CH3:28][N:29]1[CH:33]=[C:32](B2OC(C)(C)C(C)(C)O2)[CH:31]=[N:30]1. The catalyst is C(=O)([O-])[O-].[Na+].[Na+].C(#N)C.C(OCC)(=O)C. The product is [CH3:28][N:29]1[CH:33]=[C:32]([C:2]2[N:10]=[CH:9][C:8]3[NH:7][C:6]4[N:11]=[CH:12][C:13]([C:15]5[CH:20]=[CH:19][C:18]([CH2:21][N:22]6[CH2:23][CH2:24][O:25][CH2:26][CH2:27]6)=[CH:17][CH:16]=5)=[CH:14][C:5]=4[C:4]=3[CH:3]=2)[CH:31]=[N:30]1. The yield is 0.250. (3) The reactants are [CH3:1][C:2]1[CH:11]=[C:10]([N:12]2[CH2:16][CH2:15][CH2:14][CH2:13]2)[C:9]2[C:4](=[CH:5][C:6]([OH:17])=[CH:7][CH:8]=2)[N:3]=1.C(=O)([O-])[O-].[K+].[K+].[CH3:24][O:25][C:26]1[CH:27]=[C:28]([CH:31]=[CH:32][CH:33]=1)[CH2:29][Cl:30]. The catalyst is CN(C=O)C. The product is [ClH:30].[CH3:24][O:25][C:26]1[CH:27]=[C:28]([CH:31]=[CH:32][CH:33]=1)[CH2:29][O:17][C:6]1[CH:5]=[C:4]2[C:9]([C:10]([N:12]3[CH2:16][CH2:15][CH2:14][CH2:13]3)=[CH:11][C:2]([CH3:1])=[N:3]2)=[CH:8][CH:7]=1. The yield is 0.697. (4) The reactants are [OH-].[Na+].C[O:4][C:5](=[O:43])[CH2:6][C@H:7]1[CH2:12][CH2:11][C@H:10]([C:13]2[CH:18]=[CH:17][C:16]([NH:19][C:20](=[O:42])[CH2:21][CH2:22][NH:23][C:24]([C:26]3[C:27]([C:38]([F:41])([F:40])[F:39])=[N:28][N:29]([C:31]4[CH:36]=[CH:35][CH:34]=[CH:33][C:32]=4[CH3:37])[CH:30]=3)=O)=[CH:15][CH:14]=2)[CH2:9][CH2:8]1. The catalyst is C1COCC1.CO.O. The product is [C:32]1([CH3:37])[CH:33]=[CH:34][CH:35]=[CH:36][C:31]=1[N:29]1[CH:30]=[C:26]([CH2:24][NH:23][CH2:22][CH2:21][C:20]([NH:19][C:16]2[CH:17]=[CH:18][C:13]([C@H:10]3[CH2:9][CH2:8][C@H:7]([CH2:6][C:5]([OH:43])=[O:4])[CH2:12][CH2:11]3)=[CH:14][CH:15]=2)=[O:42])[C:27]([C:38]([F:41])([F:39])[F:40])=[N:28]1. The yield is 0.960. (5) The reactants are [CH3:1][C:2]1[C-:6]([CH3:7])[C:5]([CH3:8])=[C:4]([CH3:9])[C:3]=1[CH3:10].[C-:11]1([CH:20]=[O:21])[C:15]([CH3:16])=[C:14]([CH3:17])[C:13]([CH3:18])=[C:12]1[CH3:19].[Fe+2:22].[CH2:23]([OH:25])[CH3:24].O1CCOC[CH2:27]1.[BH4-].[Na+]. The catalyst is C(O)CCO.[O-]S(C(F)(F)F)(=O)=O.[Yb+3].[O-]S(C(F)(F)F)(=O)=O.[O-]S(C(F)(F)F)(=O)=O.C(Cl)Cl. The product is [CH3:1][C:2]1[C-:6]([CH3:7])[C:5]([CH3:8])=[C:4]([CH3:9])[C:3]=1[CH3:10].[C-:11]1([CH2:20][O:21][CH2:27][CH2:24][CH2:23][OH:25])[C:12]([CH3:19])=[C:13]([CH3:18])[C:14]([CH3:17])=[C:15]1[CH3:16].[Fe+2:22]. The yield is 0.780. (6) The reactants are [Cl:1][C:2]1[CH:7]=[C:6]2[NH:8][C:9](=[O:31])[C:10]3([CH:15]([C:16]4[CH:21]=[C:20]([C:22](F)=[O:23])[CH:19]=[C:18]([Cl:25])[CH:17]=4)[CH2:14][C:13](=[O:26])[NH:12][CH:11]3[C:27](=[CH2:30])[CH2:28][CH3:29])[C:5]2=[CH:4][CH:3]=1.[CH3:32][S:33]([N:36]1[CH2:41][CH2:40][NH:39][CH2:38][CH2:37]1)(=[O:35])=[O:34].CN1CCOCC1. The catalyst is CN(C)C1C=CN=CC=1.O1CCCC1. The product is [Cl:1][C:2]1[CH:7]=[C:6]2[NH:8][C:9](=[O:31])[C:10]3([CH:15]([C:16]4[CH:21]=[C:20]([C:22]([N:39]5[CH2:40][CH2:41][N:36]([S:33]([CH3:32])(=[O:35])=[O:34])[CH2:37][CH2:38]5)=[O:23])[CH:19]=[C:18]([Cl:25])[CH:17]=4)[CH2:14][C:13](=[O:26])[NH:12][CH:11]3[C:27](=[CH2:30])[CH2:28][CH3:29])[C:5]2=[CH:4][CH:3]=1. The yield is 0.920.